The task is: Predict the product of the given reaction.. This data is from Forward reaction prediction with 1.9M reactions from USPTO patents (1976-2016). (1) Given the reactants C(O[BH-](OC(=O)C)OC(=O)C)(=O)C.[Na+].[C:15]([O:19][C:20]([N:22]1[CH2:26][C:25](=O)[CH:24]([F:28])[CH2:23]1)=[O:21])([CH3:18])([CH3:17])[CH3:16].[Cl:29][C:30]1[CH:37]=[C:36]([Cl:38])[CH:35]=[CH:34][C:31]=1[CH2:32][NH2:33].[OH-].[Na+], predict the reaction product. The product is: [C:15]([O:19][C:20]([N:22]1[CH2:23][CH:24]([F:28])[CH:25]([NH:33][CH2:32][C:31]2[CH:34]=[CH:35][C:36]([Cl:38])=[CH:37][C:30]=2[Cl:29])[CH2:26]1)=[O:21])([CH3:18])([CH3:17])[CH3:16]. (2) Given the reactants CN(C)/[CH:3]=[CH:4]/[C:5]([C:7]1[C:8]([CH3:16])=[N:9][N:10]2[C:15]=1[CH:14]=[CH:13][CH:12]=[N:11]2)=O.[CH:18]1([NH:21][C:22]([NH2:24])=[NH:23])[CH2:20][CH2:19]1.C(=O)([O-])[O-].[K+].[K+], predict the reaction product. The product is: [CH:18]1([NH:21][C:22]2[N:24]=[C:5]([C:7]3[C:8]([CH3:16])=[N:9][N:10]4[C:15]=3[CH:14]=[CH:13][CH:12]=[N:11]4)[CH:4]=[CH:3][N:23]=2)[CH2:20][CH2:19]1. (3) Given the reactants I[C:2]1[CH:7]=[CH:6][N:5]=[C:4]2[CH:8]=[N:9][N:10]([CH:11]3[CH2:16][CH2:15][N:14](C(OC(C)(C)C)=O)[CH2:13][CH2:12]3)[C:3]=12.C1(P(C2C=CC=CC=2)C2C=CC3C(=CC=CC=3)C=2C2C3C(=CC=CC=3)C=CC=2P(C2C=CC=CC=2)C2C=CC=CC=2)C=CC=CC=1.[F:70][C:71]1[CH:76]=[CH:75][C:74]([CH3:77])=[CH:73][C:72]=1[C:78]1[CH:83]=[C:82]([NH2:84])[CH:81]=[CH:80][N:79]=1.CC(C)([O-])C, predict the reaction product. The product is: [F:70][C:71]1[CH:76]=[CH:75][C:74]([CH3:77])=[CH:73][C:72]=1[C:78]1[CH:83]=[C:82]([NH:84][C:2]2[CH:7]=[CH:6][N:5]=[C:4]3[CH:8]=[N:9][N:10]([CH:11]4[CH2:12][CH2:13][NH:14][CH2:15][CH2:16]4)[C:3]=23)[CH:81]=[CH:80][N:79]=1. (4) Given the reactants [NH2:1][C:2]1[S:3][C:4]([CH3:9])=[CH:5][C:6]=1[C:7]#[N:8].F[C:11]1[CH:16]=[C:15]([F:17])[CH:14]=[CH:13][C:12]=1[N+:18]([O-:20])=[O:19].O.[OH-].[Li+].Cl, predict the reaction product. The product is: [F:17][C:15]1[CH:14]=[CH:13][C:12]([N+:18]([O-:20])=[O:19])=[C:11]([NH:1][C:2]2[S:3][C:4]([CH3:9])=[CH:5][C:6]=2[C:7]#[N:8])[CH:16]=1.